From a dataset of Forward reaction prediction with 1.9M reactions from USPTO patents (1976-2016). Predict the product of the given reaction. (1) The product is: [ClH:24].[CH3:31][O:32][N:33]([CH3:48])[C:34]1[N:35]=[C:36]([NH:44][CH:45]2[CH2:10][CH2:5][CH2:6][CH2:47][CH2:46]2)[N:37]=[C:38]([NH:40][CH2:41][C:42]#[CH:43])[N:39]=1. Given the reactants CONC.[CH:5]1(NC2N=C(NCC#C)N=C(NO)N=2)[CH2:10]CCC[CH2:6]1.[ClH:24].C(OCC)C.Cl.[CH3:31][O:32][N:33]([CH3:48])[C:34]1[N:39]=[C:38]([NH:40][CH2:41][CH2:42][CH3:43])[N:37]=[C:36]([NH:44][CH2:45][C:46]#[CH:47])[N:35]=1, predict the reaction product. (2) The product is: [CH3:33][O:32][C:25]1[CH:26]=[C:27]([O:30][CH3:31])[CH:28]=[CH:29][C:24]=1[CH2:23][NH:22][C:21]1[C:16]2[CH:15]=[CH:14][N:13]([C@H:5]3[C@@H:6]4[O:10][C:9]([CH3:12])([CH3:11])[O:8][C@@H:7]4[C@@H:3]([CH2:2][NH:1][CH:35]4[CH2:38][CH:37]([CH2:39][C:40]([O:42][CH3:43])=[O:41])[CH2:36]4)[O:4]3)[C:17]=2[N:18]=[CH:19][N:20]=1. Given the reactants [NH2:1][CH2:2][C@@H:3]1[C@H:7]2[O:8][C:9]([CH3:12])([CH3:11])[O:10][C@H:6]2[C@H:5]([N:13]2[C:17]3[N:18]=[CH:19][N:20]=[C:21]([NH:22][CH2:23][C:24]4[CH:29]=[CH:28][C:27]([O:30][CH3:31])=[CH:26][C:25]=4[O:32][CH3:33])[C:16]=3[CH:15]=[CH:14]2)[O:4]1.O=[C:35]1[CH2:38][CH:37]([CH2:39][C:40]([O:42][CH3:43])=[O:41])[CH2:36]1.C(O)(=O)C.C(O[BH-](OC(=O)C)OC(=O)C)(=O)C.[Na+], predict the reaction product. (3) Given the reactants [Cl:1][C:2]1[CH:3]=[C:4]([O:8][C:9]2[CH:14]=[CH:13][C:12]([CH2:15][OH:16])=[CH:11][C:10]=2[F:17])[CH:5]=[N:6][CH:7]=1.C(OC([N:25]1[C:33]2[N:28]([C:29](=[O:35])[N:30]=[C:31](Cl)[CH:32]=2)[CH2:27][C:26]1([CH3:37])[CH3:36])=O)(C)(C)C, predict the reaction product. The product is: [Cl:1][C:2]1[CH:3]=[C:4]([O:8][C:9]2[CH:14]=[CH:13][C:12]([CH2:15][O:16][C:31]3[CH:32]=[C:33]4[NH:25][C:26]([CH3:37])([CH3:36])[CH2:27][N:28]4[C:29](=[O:35])[N:30]=3)=[CH:11][C:10]=2[F:17])[CH:5]=[N:6][CH:7]=1. (4) Given the reactants C(O[C:6]([N:8]1[CH2:13][CH2:12][N:11]([C@H:14]2[CH2:19][CH2:18][N:17]([C:20](=[O:35])[C:21]3[CH:26]=[C:25]([C:27]([F:30])([F:29])[F:28])[CH:24]=[C:23]([C:31]([F:34])([F:33])[F:32])[CH:22]=3)[CH2:16][C@H:15]2[C:36]2[CH:41]=[CH:40][CH:39]=[CH:38][CH:37]=2)[CH2:10][CH2:9]1)=O)(C)(C)C.[CH2:42](OC1(O[Si](C)(C)C)CC1)[CH3:43], predict the reaction product. The product is: [F:32][C:31]([F:33])([F:34])[C:23]1[CH:22]=[C:21]([C:20]([N:17]2[CH2:18][CH2:19][CH:14]([N:11]3[CH2:12][CH2:13][N:8]([CH:6]4[CH2:43][CH2:42]4)[CH2:9][CH2:10]3)[CH:15]([C:36]3[CH:41]=[CH:40][CH:39]=[CH:38][CH:37]=3)[CH2:16]2)=[O:35])[CH:26]=[C:25]([C:27]([F:30])([F:28])[F:29])[CH:24]=1.